From a dataset of Forward reaction prediction with 1.9M reactions from USPTO patents (1976-2016). Predict the product of the given reaction. The product is: [C:21]1([C:19]2[CH:20]=[C:16]([C:14]([NH:13][C:10]3[CH:11]=[CH:12][C:7]([CH:4]4[CH2:5][CH2:6][N:1]([C:28]5[CH:36]=[CH:35][C:31]([C:32]([OH:34])=[O:33])=[CH:30][N:29]=5)[CH2:2][CH2:3]4)=[CH:8][CH:9]=3)=[O:15])[S:17][CH:18]=2)[CH:22]=[CH:23][CH:24]=[CH:25][CH:26]=1. Given the reactants [NH:1]1[CH2:6][CH2:5][CH:4]([C:7]2[CH:12]=[CH:11][C:10]([NH:13][C:14]([C:16]3[S:17][CH:18]=[C:19]([C:21]4[CH:26]=[CH:25][CH:24]=[CH:23][CH:22]=4)[CH:20]=3)=[O:15])=[CH:9][CH:8]=2)[CH2:3][CH2:2]1.F[C:28]1[CH:36]=[CH:35][C:31]([C:32]([OH:34])=[O:33])=[CH:30][N:29]=1.C(N(C(C)C)CC)(C)C, predict the reaction product.